From a dataset of Full USPTO retrosynthesis dataset with 1.9M reactions from patents (1976-2016). Predict the reactants needed to synthesize the given product. (1) Given the product [F:11][C:8]([F:9])([F:10])[C:3]1[CH:4]=[CH:5][CH:6]=[CH:7][C:2]=1[O:1][C:13]1[CH:18]=[CH:17][CH:16]=[CH:15][C:14]=1[N+:19]([O-:21])=[O:20].[F:22][C:23]([F:38])([F:39])[C:24]1[CH:37]=[CH:36][CH:35]=[CH:34][C:25]=1[O:26][C:27]1[CH:33]=[CH:32][CH:31]=[CH:30][C:28]=1[NH:29][C:2]([NH:40][C:41]1[S:42][CH:43]=[CH:44][N:45]=1)=[O:1], predict the reactants needed to synthesize it. The reactants are: [OH:1][C:2]1[CH:7]=[CH:6][CH:5]=[CH:4][C:3]=1[C:8]([F:11])([F:10])[F:9].F[C:13]1[CH:18]=[CH:17][CH:16]=[CH:15][C:14]=1[N+:19]([O-:21])=[O:20].[F:22][C:23]([F:39])([F:38])[C:24]1[CH:37]=[CH:36][CH:35]=[CH:34][C:25]=1[O:26][C:27]1[CH:33]=[CH:32][CH:31]=[CH:30][C:28]=1[NH2:29].[NH2:40][C:41]1[S:42][CH:43]=[CH:44][N:45]=1. (2) Given the product [F:7][C:8]1[CH:9]=[CH:10][C:11]([CH2:14][CH2:15][CH2:16][CH2:17][CH2:18][OH:19])=[CH:12][CH:13]=1, predict the reactants needed to synthesize it. The reactants are: [H-].[H-].[H-].[H-].[Li+].[Al+3].[F:7][C:8]1[CH:13]=[CH:12][C:11]([CH2:14][CH2:15][CH2:16][CH2:17][C:18](O)=[O:19])=[CH:10][CH:9]=1.[OH-].[K+].N#[N+][O-]. (3) Given the product [O:9]1[C:10]2[C:2]([N:11]3[CH2:17][CH2:16][CH2:15][NH:14][CH2:13][CH2:12]3)=[CH:3][CH:4]=[CH:5][C:6]=2[CH2:7][CH2:8]1, predict the reactants needed to synthesize it. The reactants are: Br[C:2]1[C:10]2[O:9][CH2:8][CH2:7][C:6]=2[CH:5]=[CH:4][CH:3]=1.[NH:11]1[CH2:17][CH2:16][CH2:15][NH:14][CH2:13][CH2:12]1. (4) Given the product [F:18][C:2]([F:1])([F:17])[C:3]1[CH:4]=[CH:5][C:6]([O:9][C:10]2[CH:11]=[CH:12][C:13]([O:16][C:25]([N:19]3[CH2:24][CH2:23][O:22][CH2:21][CH2:20]3)=[O:26])=[CH:14][CH:15]=2)=[N:7][CH:8]=1, predict the reactants needed to synthesize it. The reactants are: [F:1][C:2]([F:18])([F:17])[C:3]1[CH:4]=[CH:5][C:6]([O:9][C:10]2[CH:15]=[CH:14][C:13]([OH:16])=[CH:12][CH:11]=2)=[N:7][CH:8]=1.[N:19]1([C:25](Cl)=[O:26])[CH2:24][CH2:23][O:22][CH2:21][CH2:20]1. (5) Given the product [F:27][C:28]1[CH:29]=[C:30]([CH:33]=[CH:34][CH:35]=1)[CH2:31][N:11]1[CH2:12][CH2:13][N:8]([CH2:14][C:15]2[N:16]=[N:17][C:18]3[C:19](=[C:21]([NH2:26])[N:22]=[C:23]([NH2:25])[N:24]=3)[N:20]=2)[CH2:9][CH2:10]1, predict the reactants needed to synthesize it. The reactants are: OC(C(F)(F)F)=O.[N:8]1([CH2:14][C:15]2[N:16]=[N:17][C:18]3[C:19](=[C:21]([NH2:26])[N:22]=[C:23]([NH2:25])[N:24]=3)[N:20]=2)[CH2:13][CH2:12][NH:11][CH2:10][CH2:9]1.[F:27][C:28]1[CH:29]=[C:30]([CH:33]=[CH:34][CH:35]=1)[CH2:31]Cl.C(=O)([O-])[O-].[K+].[K+].CC#N.O. (6) Given the product [CH3:25][C:24]([CH3:27])([CH3:26])[C@@H:16]([NH:15][C:13]([C:12]1[C:6]2[C:7](=[N:8][CH:9]=[C:4]([CH:1]3[CH2:3][CH2:2]3)[N:5]=2)[NH:10][CH:11]=1)=[O:14])[C:17]([N:18]1[CH2:19][CH2:20][CH2:21][CH2:22]1)=[O:23], predict the reactants needed to synthesize it. The reactants are: [CH:1]1([C:4]2[N:5]=[C:6]3[C:12]([C:13]([NH:15][C@H:16]([C:24]([CH3:27])([CH3:26])[CH3:25])[C:17](=[O:23])[N:18]4[CH2:22][CH2:21][CH2:20][CH2:19]4)=[O:14])=[CH:11][N:10](COCC[Si](C)(C)C)[C:7]3=[N:8][CH:9]=2)[CH2:3][CH2:2]1.FC(F)(F)C(O)=O.C(N)CN.CCOC(C)=O. (7) The reactants are: [CH2:1]([O:3][C:4]([CH:6]1[CH2:11][CH2:10][CH:9]([O:12][Si:13]([C:26]([CH3:29])([CH3:28])[CH3:27])([C:20]2[CH:25]=[CH:24][CH:23]=[CH:22][CH:21]=2)[C:14]2[CH:19]=[CH:18][CH:17]=[CH:16][CH:15]=2)[CH2:8][CH2:7]1)=[O:5])[CH3:2].[CH:30]([N-:33]C(C)C)(C)[CH3:31].[Li+].CCCCCCC.C1COCC1.C(C1C=CC=CC=1)C.BrCC#N.Cl. Given the product [CH2:1]([O:3][C:4]([C:6]1([CH2:31][C:30]#[N:33])[CH2:11][CH2:10][CH:9]([O:12][Si:13]([C:26]([CH3:28])([CH3:27])[CH3:29])([C:14]2[CH:19]=[CH:18][CH:17]=[CH:16][CH:15]=2)[C:20]2[CH:21]=[CH:22][CH:23]=[CH:24][CH:25]=2)[CH2:8][CH2:7]1)=[O:5])[CH3:2], predict the reactants needed to synthesize it. (8) Given the product [NH2:1][C:2]1[C:7]2[C:8](=[O:21])[N:9]([C:13]3[CH:18]=[CH:17][C:16]([C:30]4[C:31]([CH3:42])=[N:32][N:33]([CH2:35][C:36]([O:38][CH2:39][CH3:40])=[O:37])[CH:34]=4)=[C:15]([Cl:20])[CH:14]=3)[CH2:10][CH2:11][O:12][C:6]=2[N:5]=[CH:4][N:3]=1, predict the reactants needed to synthesize it. The reactants are: [NH2:1][C:2]1[C:7]2[C:8](=[O:21])[N:9]([C:13]3[CH:18]=[CH:17][C:16](I)=[C:15]([Cl:20])[CH:14]=3)[CH2:10][CH2:11][O:12][C:6]=2[N:5]=[CH:4][N:3]=1.CC1(C)C(C)(C)OB([C:30]2[CH:31]=[N:32][N:33]([CH2:35][C:36]([O:38][CH2:39][CH3:40])=[O:37])[CH:34]=2)O1.[C:42]([O-])([O-])=O.[K+].[K+]. (9) Given the product [CH3:1][CH:2]1[C:11]2[C:6](=[CH:7][C:8]([NH:12][C:13](=[O:16])[O:14][CH3:15])=[CH:9][CH:10]=2)[CH2:5][CH2:4][N:3]1[CH3:17], predict the reactants needed to synthesize it. The reactants are: [CH3:1][C:2]1[C:11]2[C:6](=[CH:7][C:8]([NH:12][C:13](=[O:16])[O:14][CH3:15])=[CH:9][CH:10]=2)[CH2:5][CH2:4][N:3]=1.[CH3:17]I.[BH4-].[Na+].